Dataset: NCI-60 drug combinations with 297,098 pairs across 59 cell lines. Task: Regression. Given two drug SMILES strings and cell line genomic features, predict the synergy score measuring deviation from expected non-interaction effect. (1) Drug 2: C1=NC2=C(N1)C(=S)N=CN2. Cell line: CCRF-CEM. Synergy scores: CSS=47.1, Synergy_ZIP=3.99, Synergy_Bliss=4.66, Synergy_Loewe=-51.3, Synergy_HSA=-6.30. Drug 1: C1=CC=C(C(=C1)C(C2=CC=C(C=C2)Cl)C(Cl)Cl)Cl. (2) Drug 1: C1=CN(C(=O)N=C1N)C2C(C(C(O2)CO)O)O.Cl. Drug 2: CC(C)NC(=O)C1=CC=C(C=C1)CNNC.Cl. Cell line: HCT116. Synergy scores: CSS=48.9, Synergy_ZIP=4.94, Synergy_Bliss=3.58, Synergy_Loewe=-6.42, Synergy_HSA=1.94. (3) Drug 1: CCC1=CC2CC(C3=C(CN(C2)C1)C4=CC=CC=C4N3)(C5=C(C=C6C(=C5)C78CCN9C7C(C=CC9)(C(C(C8N6C)(C(=O)OC)O)OC(=O)C)CC)OC)C(=O)OC.C(C(C(=O)O)O)(C(=O)O)O. Drug 2: CC1C(C(CC(O1)OC2CC(CC3=C2C(=C4C(=C3O)C(=O)C5=CC=CC=C5C4=O)O)(C(=O)C)O)N)O. Cell line: HCC-2998. Synergy scores: CSS=62.1, Synergy_ZIP=-4.93, Synergy_Bliss=-4.46, Synergy_Loewe=-4.35, Synergy_HSA=-3.15. (4) Drug 1: CC1CCC2CC(C(=CC=CC=CC(CC(C(=O)C(C(C(=CC(C(=O)CC(OC(=O)C3CCCCN3C(=O)C(=O)C1(O2)O)C(C)CC4CCC(C(C4)OC)O)C)C)O)OC)C)C)C)OC. Drug 2: CC1=C2C(C(=O)C3(C(CC4C(C3C(C(C2(C)C)(CC1OC(=O)C(C(C5=CC=CC=C5)NC(=O)OC(C)(C)C)O)O)OC(=O)C6=CC=CC=C6)(CO4)OC(=O)C)O)C)O. Cell line: A549. Synergy scores: CSS=1.79, Synergy_ZIP=5.11, Synergy_Bliss=5.50, Synergy_Loewe=5.49, Synergy_HSA=6.29. (5) Drug 1: CC1=CC=C(C=C1)C2=CC(=NN2C3=CC=C(C=C3)S(=O)(=O)N)C(F)(F)F. Drug 2: C1C(C(OC1N2C=NC3=C2NC=NCC3O)CO)O. Cell line: EKVX. Synergy scores: CSS=-7.38, Synergy_ZIP=4.73, Synergy_Bliss=3.73, Synergy_Loewe=0.0164, Synergy_HSA=-4.37. (6) Drug 1: CS(=O)(=O)CCNCC1=CC=C(O1)C2=CC3=C(C=C2)N=CN=C3NC4=CC(=C(C=C4)OCC5=CC(=CC=C5)F)Cl. Drug 2: CCN(CC)CCNC(=O)C1=C(NC(=C1C)C=C2C3=C(C=CC(=C3)F)NC2=O)C. Cell line: SNB-19. Synergy scores: CSS=1.06, Synergy_ZIP=2.68, Synergy_Bliss=5.38, Synergy_Loewe=-1.48, Synergy_HSA=-2.56. (7) Drug 1: C1CNP(=O)(OC1)N(CCCl)CCCl. Drug 2: C1CCC(C(C1)N)N.C(=O)(C(=O)[O-])[O-].[Pt+4]. Cell line: SK-MEL-5. Synergy scores: CSS=5.90, Synergy_ZIP=-9.12, Synergy_Bliss=-16.1, Synergy_Loewe=-69.7, Synergy_HSA=-17.0. (8) Drug 1: C1=CC(=CC=C1CC(C(=O)O)N)N(CCCl)CCCl.Cl. Drug 2: CC1CCC2CC(C(=CC=CC=CC(CC(C(=O)C(C(C(=CC(C(=O)CC(OC(=O)C3CCCCN3C(=O)C(=O)C1(O2)O)C(C)CC4CCC(C(C4)OC)OCCO)C)C)O)OC)C)C)C)OC. Cell line: HT29. Synergy scores: CSS=27.9, Synergy_ZIP=-1.05, Synergy_Bliss=5.61, Synergy_Loewe=-1.13, Synergy_HSA=4.45. (9) Drug 1: C1=CC(=CC=C1CCC2=CNC3=C2C(=O)NC(=N3)N)C(=O)NC(CCC(=O)O)C(=O)O. Drug 2: C1CNP(=O)(OC1)N(CCCl)CCCl. Cell line: CCRF-CEM. Synergy scores: CSS=52.9, Synergy_ZIP=4.32, Synergy_Bliss=1.99, Synergy_Loewe=-33.7, Synergy_HSA=0.704. (10) Drug 1: C1=CC(=CC=C1CC(C(=O)O)N)N(CCCl)CCCl.Cl. Drug 2: B(C(CC(C)C)NC(=O)C(CC1=CC=CC=C1)NC(=O)C2=NC=CN=C2)(O)O. Cell line: K-562. Synergy scores: CSS=14.8, Synergy_ZIP=-1.42, Synergy_Bliss=-0.265, Synergy_Loewe=-2.19, Synergy_HSA=-4.77.